This data is from Full USPTO retrosynthesis dataset with 1.9M reactions from patents (1976-2016). The task is: Predict the reactants needed to synthesize the given product. (1) The reactants are: [CH3:1][O:2][C:3]1[CH:4]=[C:5]2[C:10](=[CH:11][C:12]=1[CH2:13][NH:14][C@H:15]1[CH2:20][CH2:19][CH2:18][NH:17][C@H:16]1[C:21]1[CH:26]=[CH:25][CH:24]=[CH:23][CH:22]=1)[N:9]([CH3:27])[C:8](=[O:28])[CH2:7][CH2:6]2.I[CH:30]([CH3:32])[CH3:31]. Given the product [CH:30]([N:17]1[CH2:18][CH2:19][CH2:20][C@H:15]([NH:14][CH2:13][C:12]2[CH:11]=[C:10]3[C:5]([CH2:6][CH2:7][C:8](=[O:28])[N:9]3[CH3:27])=[CH:4][C:3]=2[O:2][CH3:1])[C@@H:16]1[C:21]1[CH:26]=[CH:25][CH:24]=[CH:23][CH:22]=1)([CH3:32])[CH3:31], predict the reactants needed to synthesize it. (2) The reactants are: [CH3:1][O:2][C:3]1[CH:4]=[CH:5][C:6]([N+:10]([O-:12])=[O:11])=[C:7]([NH2:9])[CH:8]=1.C(N(CC)CC)C.C(Cl)Cl.[CH3:23][S:24](Cl)(=[O:26])=[O:25]. Given the product [CH3:1][O:2][C:3]1[CH:4]=[CH:5][C:6]([N+:10]([O-:12])=[O:11])=[C:7]([N:9]([S:24]([CH3:23])(=[O:26])=[O:25])[S:24]([CH3:23])(=[O:26])=[O:25])[CH:8]=1, predict the reactants needed to synthesize it. (3) The reactants are: C1(P(C2CCCCC2)C2C=CC=CC=2C2C(C(C)C)=CC(C(C)C)=CC=2C(C)C)CCCCC1.[O:35]1[CH2:40][CH2:39][N:38]([C:41]2[CH:42]=[C:43]([NH2:47])[CH:44]=[N:45][CH:46]=2)[CH2:37][CH2:36]1.Cl[C:49]1[C:58]2[C:53](=[CH:54][C:55]([F:60])=[CH:56][C:57]=2[F:59])[N:52]=[C:51]([C:61]2[CH:66]=[CH:65][N:64]=[C:63]([O:67][CH3:68])[CH:62]=2)[C:50]=1[CH3:69].CC(C)([O-])C.[Na+]. Given the product [F:59][C:57]1[CH:56]=[C:55]([F:60])[CH:54]=[C:53]2[C:58]=1[C:49]([NH:47][C:43]1[CH:44]=[N:45][CH:46]=[C:41]([N:38]3[CH2:39][CH2:40][O:35][CH2:36][CH2:37]3)[CH:42]=1)=[C:50]([CH3:69])[C:51]([C:61]1[CH:66]=[CH:65][N:64]=[C:63]([O:67][CH3:68])[CH:62]=1)=[N:52]2, predict the reactants needed to synthesize it. (4) Given the product [CH3:32][O:31][C:28]1[CH:29]=[C:30]2[C:25](=[CH:26][C:27]=1[O:33][CH3:34])[N:24]=[CH:23][CH:22]=[C:21]2[O:20][C:19]1[C:14]([C:41]2[CH:42]=[CH:43][C:38]([N:37]([CH3:47])[CH3:36])=[CH:39][CH:40]=2)=[N:15][C:16]([CH3:35])=[CH:17][CH:18]=1, predict the reactants needed to synthesize it. The reactants are: C1(C)C=CC=CC=1.C(=O)([O-])O.[Na+].I[C:14]1[C:19]([O:20][C:21]2[C:30]3[C:25](=[CH:26][C:27]([O:33][CH3:34])=[C:28]([O:31][CH3:32])[CH:29]=3)[N:24]=[CH:23][CH:22]=2)=[CH:18][CH:17]=[C:16]([CH3:35])[N:15]=1.[CH3:36][N:37]([CH3:47])[C:38]1[CH:43]=[CH:42][C:41](B(O)O)=[CH:40][CH:39]=1. (5) The reactants are: [NH2:1][C:2]1[CH:10]=[CH:9][C:5]2[N:6]=[CH:7][NH:8][C:4]=2[CH:3]=1.[F:11][C:12]1[CH:19]=[CH:18][CH:17]=[C:16]([F:20])[C:13]=1[CH:14]=O.[SH:21][CH2:22][C:23](O)=[O:24].N1CCCCC1. Given the product [NH:8]1[C:4]2[CH:3]=[C:2]([N:1]3[C:23](=[O:24])[CH2:22][S:21][CH:14]3[C:13]3[C:12]([F:11])=[CH:19][CH:18]=[CH:17][C:16]=3[F:20])[CH:10]=[CH:9][C:5]=2[N:6]=[CH:7]1, predict the reactants needed to synthesize it. (6) Given the product [Si:18]([O:1][CH:2]([CH:6]([CH3:8])[CH3:7])[C:3]([OH:5])=[O:4])([C:15]([CH3:17])([CH3:16])[CH3:14])([CH3:20])[CH3:19], predict the reactants needed to synthesize it. The reactants are: [OH:1][CH:2]([CH:6]([CH3:8])[CH3:7])[C:3]([OH:5])=[O:4].N1C=CN=C1.[CH3:14][C:15]([Si:18](Cl)([CH3:20])[CH3:19])([CH3:17])[CH3:16].Cl.[OH-].[K+]. (7) Given the product [C:28]([C:2]1[C:7]2[CH2:8][CH:9]([CH2:22][CH3:23])[N:10]3[C:15]([C:6]=2[C:5]([O:24][CH2:25][CH3:26])=[CH:4][CH:3]=1)=[CH:14][C:13](=[O:16])[C:12]([C:17]([OH:19])=[O:18])=[CH:11]3)#[N:29], predict the reactants needed to synthesize it. The reactants are: Br[C:2]1[C:7]2[CH2:8][CH:9]([CH2:22][CH3:23])[N:10]3[C:15]([C:6]=2[C:5]([O:24][CH2:25][CH3:26])=[CH:4][CH:3]=1)=[CH:14][C:13](=[O:16])[C:12]([C:17]([O:19]CC)=[O:18])=[CH:11]3.Cl.[CH3:28][N:29](C=O)C.